From a dataset of Catalyst prediction with 721,799 reactions and 888 catalyst types from USPTO. Predict which catalyst facilitates the given reaction. (1) Reactant: N[C:2]1[S:3][C:4]([C:9]([O:11][CH2:12][CH3:13])=[O:10])=[C:5]([CH2:7][CH3:8])[N:6]=1.B(F)(F)F.CCOCC.N(OCCCC)=O.[Na].[OH-].[Na+]. Product: [CH2:7]([C:5]1[N:6]=[CH:2][S:3][C:4]=1[C:9]([O:11][CH2:12][CH3:13])=[O:10])[CH3:8]. The catalyst class is: 20. (2) Reactant: [CH2:1]([C@@H:8]1[C@@H:16]([CH2:17][C:18]2[CH:23]=[CH:22][CH:21]=[CH:20][CH:19]=2)[C@H:15]([CH3:24])[O:14][C:13](=[O:25])[C@@H:12]([NH:26][C:27](=[O:37])[C:28]2[C:33]([OH:34])=[C:32]([O:35][CH3:36])[CH:31]=[CH:30][N:29]=2)[CH2:11][CH2:10][O:9]1)[C:2]1[CH:7]=[CH:6][CH:5]=[CH:4][CH:3]=1.C(=O)([O-])[O-].[Na+].[Na+].[I-].[Na+].[C:46]([O:51][CH2:52]Cl)(=[O:50])[CH:47]([CH3:49])[CH3:48]. Product: [C:46]([O:51][CH2:52][O:34][C:33]1[C:28]([C:27](=[O:37])[NH:26][C@H:12]2[CH2:11][CH2:10][O:9][C@H:8]([CH2:1][C:2]3[CH:3]=[CH:4][CH:5]=[CH:6][CH:7]=3)[C@@H:16]([CH2:17][C:18]3[CH:19]=[CH:20][CH:21]=[CH:22][CH:23]=3)[C@H:15]([CH3:24])[O:14][C:13]2=[O:25])=[N:29][CH:30]=[CH:31][C:32]=1[O:35][CH3:36])(=[O:50])[CH:47]([CH3:49])[CH3:48]. The catalyst class is: 21. (3) Reactant: [NH2:1][C:2]1[CH:7]=[C:6]([CH3:8])[C:5]([Cl:9])=[CH:4][C:3]=1[NH:10][CH2:11][CH2:12][N:13]1[CH2:18][CH2:17][CH:16]([C:19]([O:21][CH2:22][CH3:23])=[O:20])[CH2:15][CH2:14]1.O.[NH:25]1[C:33](=[O:34])[C:31](=O)[C:29](=O)[NH:28][C:26]1=[O:27].B(O)(O)O.C(=O)(O)[O-].[Na+]. Product: [Cl:9][C:5]1[C:6]([CH3:8])=[CH:7][C:2]2[N:1]=[C:31]3[C:29]([N:10]([CH2:11][CH2:12][N:13]4[CH2:14][CH2:15][CH:16]([C:19]([O:21][CH2:22][CH3:23])=[O:20])[CH2:17][CH2:18]4)[C:3]=2[CH:4]=1)=[N:28][C:26](=[O:27])[NH:25][C:33]3=[O:34]. The catalyst class is: 342. (4) The catalyst class is: 2. Reactant: [NH:1]1[C:9]2[C:4](=[CH:5][CH:6]=[CH:7][CH:8]=2)[C:3]([C:10](Cl)=[O:11])=[CH:2]1.[N:13]12[CH2:20][CH2:19][C:16]([CH2:21][OH:22])([CH2:17][CH2:18]1)[CH2:15][CH2:14]2. Product: [NH:1]1[C:9]2[C:4](=[CH:5][CH:6]=[CH:7][CH:8]=2)[C:3]([C:10]([O:22][CH2:21][C:16]23[CH2:19][CH2:20][N:13]([CH2:18][CH2:17]2)[CH2:14][CH2:15]3)=[O:11])=[CH:2]1. (5) Reactant: [NH2:1]/[C:2](=[N:24]\C(=O)OC(C)(C)C)/[C:3]1[S:4][C:5]([C:8]2[N:13]=[C:12]([NH:14][C:15]3[CH:19]=[C:18]([CH:20]4[CH2:22][CH2:21]4)[NH:17][N:16]=3)[C:11]([Cl:23])=[CH:10][N:9]=2)=[CH:6][CH:7]=1.[C:32]([OH:38])([C:34]([F:37])([F:36])[F:35])=[O:33]. Product: [Cl:23][C:11]1[C:12]([NH:14][C:15]2[CH:19]=[C:18]([CH:20]3[CH2:21][CH2:22]3)[NH:17][N:16]=2)=[N:13][C:8]([C:5]2[S:4][C:3]([C:2](=[NH:1])[NH2:24])=[CH:7][CH:6]=2)=[N:9][CH:10]=1.[C:32]([OH:38])([C:34]([F:37])([F:36])[F:35])=[O:33]. The catalyst class is: 2. (6) Reactant: C(OC(=O)[N:7]([CH2:35][C:36]1[CH:41]=[CH:40][C:39]([Cl:42])=[CH:38][CH:37]=1)[C:8]1[CH:13]=[CH:12][C:11]([CH:14](O)[C:15]2[C:23]3[CH:22]=[N:21][CH:20]=[N:19][C:18]=3[N:17]([Si](C(C)C)(C(C)C)C(C)C)[CH:16]=2)=[CH:10][N:9]=1)(C)(C)C.C([SiH](CC)CC)C.FC(F)(F)C(O)=O. Product: [Cl:42][C:39]1[CH:40]=[CH:41][C:36]([CH2:35][NH:7][C:8]2[CH:13]=[CH:12][C:11]([CH2:14][C:15]3[C:23]4[CH:22]=[N:21][CH:20]=[N:19][C:18]=4[NH:17][CH:16]=3)=[CH:10][N:9]=2)=[CH:37][CH:38]=1. The catalyst class is: 10. (7) Product: [Cl:34][C:31]1[CH:32]=[CH:33][C:28]([CH2:27][C:19]2[N:18]=[C:17]([NH:14][CH:11]3[CH2:10][CH2:9][N:8]([C:6]4[C:5]([CH3:15])=[CH:4][N:3]=[C:2]([CH3:1])[CH:7]=4)[CH2:13][CH2:12]3)[N:22]=[C:21]([C:23]([OH:26])([CH3:25])[CH3:24])[CH:20]=2)=[CH:29][CH:30]=1. The catalyst class is: 160. Reactant: [CH3:1][C:2]1[CH:7]=[C:6]([N:8]2[CH2:13][CH2:12][CH:11]([NH2:14])[CH2:10][CH2:9]2)[C:5]([CH3:15])=[CH:4][N:3]=1.Cl[C:17]1[N:22]=[C:21]([C:23]([OH:26])([CH3:25])[CH3:24])[CH:20]=[C:19]([CH2:27][C:28]2[CH:33]=[CH:32][C:31]([Cl:34])=[CH:30][CH:29]=2)[N:18]=1.C(=O)([O-])[O-].[K+].[K+].C1(P(C2CCCCC2)C2C=CC=CC=2C2C=CC=CC=2)CCCCC1.